Task: Predict the product of the given reaction.. Dataset: Forward reaction prediction with 1.9M reactions from USPTO patents (1976-2016) (1) The product is: [Cl:20][C:21]1[CH:22]=[CH:23][C:24]([C:27]2[CH:28]=[CH:29][C:30]([C:33]#[C:34][C:2]3[CH:15]=[CH:14][C:5]([O:6][CH2:7][CH2:8][N:9]4[CH2:13][CH2:12][CH2:11][CH2:10]4)=[C:4]([C:16]([F:19])([F:18])[F:17])[CH:3]=3)=[N:31][CH:32]=2)=[CH:25][CH:26]=1. Given the reactants I[C:2]1[CH:15]=[CH:14][C:5]([O:6][CH2:7][CH2:8][N:9]2[CH2:13][CH2:12][CH2:11][CH2:10]2)=[C:4]([C:16]([F:19])([F:18])[F:17])[CH:3]=1.[Cl:20][C:21]1[CH:26]=[CH:25][C:24]([C:27]2[CH:28]=[CH:29][C:30]([C:33]#[CH:34])=[N:31][CH:32]=2)=[CH:23][CH:22]=1, predict the reaction product. (2) Given the reactants [OH-].[Na+].[N:3]1([C:9]2[CH:19]=[CH:18][C:12]([C:13]([O:15]CC)=[O:14])=[CH:11][CH:10]=2)[CH2:8][CH2:7][CH2:6][CH2:5][CH2:4]1.Cl, predict the reaction product. The product is: [N:3]1([C:9]2[CH:19]=[CH:18][C:12]([C:13]([OH:15])=[O:14])=[CH:11][CH:10]=2)[CH2:8][CH2:7][CH2:6][CH2:5][CH2:4]1. (3) Given the reactants [Br:1][C:2]1[CH:7]=[CH:6][C:5]([NH:8][C:9]2[C:17]3[S:16][N:15]=[CH:14][C:13]=3[CH:12]=[CH:11][C:10]=2[C:18]([OH:20])=O)=[C:4]([F:21])[CH:3]=1.C(N(C(C)C)CC)(C)C.[CH3:31][C:32]1([CH3:40])[O:36][C@@H:35]([CH2:37][O:38][NH2:39])[CH2:34][O:33]1.CCN=C=NCCCN(C)C.C1C=CC2N(O)N=NC=2C=1, predict the reaction product. The product is: [CH3:31][C:32]1([CH3:40])[O:36][C@@H:35]([CH2:37][O:38][NH:39][C:18]([C:10]2[CH:11]=[CH:12][C:13]3[CH:14]=[N:15][S:16][C:17]=3[C:9]=2[NH:8][C:5]2[CH:6]=[CH:7][C:2]([Br:1])=[CH:3][C:4]=2[F:21])=[O:20])[CH2:34][O:33]1. (4) Given the reactants [OH:1][C:2]1[C:9]([CH3:10])=[CH:8][CH:7]=[CH:6][C:3]=1[CH:4]=[O:5].[H-].[Na+].Cl[CH2:14][O:15][CH3:16].[Cl-].[NH4+], predict the reaction product. The product is: [CH3:14][O:15][CH2:16][O:1][C:2]1[C:9]([CH3:10])=[CH:8][CH:7]=[CH:6][C:3]=1[CH:4]=[O:5]. (5) Given the reactants [H-].[Al+3].[Li+].[H-].[H-].[H-].[C:7]([CH:11]1[CH2:16][CH2:15][C:14]([C:21](OC)=[O:22])([C:17](OC)=[O:18])[CH2:13][CH2:12]1)([CH3:10])([CH3:9])[CH3:8], predict the reaction product. The product is: [C:7]([CH:11]1[CH2:12][CH2:13][C:14]([CH2:17][OH:18])([CH2:21][OH:22])[CH2:15][CH2:16]1)([CH3:10])([CH3:8])[CH3:9].